From a dataset of Full USPTO retrosynthesis dataset with 1.9M reactions from patents (1976-2016). Predict the reactants needed to synthesize the given product. (1) Given the product [NH:14]1[C:22]2[C:17](=[N:18][CH:19]=[CH:20][CH:21]=2)[C:16]([C:2]2[CH2:6][CH2:5][N:4]([C:7]([O:9][C:10]([CH3:13])([CH3:12])[CH3:11])=[O:8])[CH:3]=2)=[CH:15]1, predict the reactants needed to synthesize it. The reactants are: O=[C:2]1[CH2:6][CH2:5][N:4]([C:7]([O:9][C:10]([CH3:13])([CH3:12])[CH3:11])=[O:8])[CH2:3]1.[NH:14]1[C:22]2[C:17](=[N:18][CH:19]=[CH:20][CH:21]=2)[CH:16]=[CH:15]1.[K]. (2) Given the product [CH2:1]([N:19]([CH2:28][CH2:29][CH2:30][CH2:31][CH2:32][CH2:33][CH2:34][CH2:35]/[CH:36]=[CH:37]\[CH2:38]/[CH:39]=[CH:40]\[CH2:41][CH2:42][CH2:43][CH2:44][CH3:45])[C:20](=[O:27])[O:21][CH2:22][CH2:23][CH2:24][CH2:25][N:53]([CH3:54])[CH3:51])[CH2:2][CH2:3][CH2:4][CH2:5][CH2:6][CH2:7][CH2:8]/[CH:9]=[CH:10]\[CH2:11]/[CH:12]=[CH:13]\[CH2:14][CH2:15][CH2:16][CH2:17][CH3:18], predict the reactants needed to synthesize it. The reactants are: [CH2:1]([N:19]([CH2:28][CH2:29][CH2:30][CH2:31][CH2:32][CH2:33][CH2:34][CH2:35]/[CH:36]=[CH:37]\[CH2:38]/[CH:39]=[CH:40]\[CH2:41][CH2:42][CH2:43][CH2:44][CH3:45])[C:20](=[O:27])[O:21][CH2:22][CH2:23][CH2:24][CH2:25]O)[CH2:2][CH2:3][CH2:4][CH2:5][CH2:6][CH2:7][CH2:8]/[CH:9]=[CH:10]\[CH2:11]/[CH:12]=[CH:13]\[CH2:14][CH2:15][CH2:16][CH2:17][CH3:18].S(Cl)(=O)(=O)C.[CH2:51]([N:53](CC)[CH2:54]C)C.C(=O)([O-])O.[Na+].CNC. (3) Given the product [ClH:23].[NH2:1][C@H:4]([C@H:14]1[O:18][C:17](=[O:19])[C@H:16]([CH:20]([CH3:22])[CH3:21])[CH2:15]1)[CH2:5][OH:6], predict the reactants needed to synthesize it. The reactants are: [N:1]([C@H:4]([C@H:14]1[O:18][C:17](=[O:19])[C@H:16]([CH:20]([CH3:22])[CH3:21])[CH2:15]1)[CH2:5][O:6]CC1C=CC=CC=1)=[N+]=[N-].[ClH:23].O1CCOCC1.[H][H]. (4) Given the product [ClH:1].[NH2:9][CH2:8][C:5]1[CH:6]=[CH:7][C:2]([Cl:1])=[C:3]([C:16]2[NH:20][C:19](=[O:21])[N:18]([C:22]3[CH:31]=[CH:30][C:25]([C:26]([O:28][CH3:29])=[O:27])=[C:24]([O:32][CH3:33])[CH:23]=3)[N:17]=2)[CH:4]=1, predict the reactants needed to synthesize it. The reactants are: [Cl:1][C:2]1[CH:7]=[CH:6][C:5]([CH2:8][NH:9]C(=O)C(F)(F)F)=[CH:4][C:3]=1[C:16]1[NH:20][C:19](=[O:21])[N:18]([C:22]2[CH:31]=[CH:30][C:25]([C:26]([O:28][CH3:29])=[O:27])=[C:24]([O:32][CH3:33])[CH:23]=2)[N:17]=1.Cl.